Dataset: Forward reaction prediction with 1.9M reactions from USPTO patents (1976-2016). Task: Predict the product of the given reaction. (1) Given the reactants [CH2:1]([C:5]1[CH:10]=[CH:9][C:8]([C:11]#[C:12][C:13]2[CH:40]=[CH:39][C:16]([CH2:17][N:18]([CH2:28][C:29]3[CH:38]=[CH:37][C:32]([C:33]([O:35]C)=[O:34])=[CH:31][CH:30]=3)[CH2:19][CH2:20][C:21]3[CH:26]=[CH:25][C:24]([Cl:27])=[CH:23][CH:22]=3)=[CH:15][CH:14]=2)=[CH:7][CH:6]=1)[CH2:2][CH2:3][CH3:4].[OH-].[Na+].Cl, predict the reaction product. The product is: [CH2:1]([C:5]1[CH:6]=[CH:7][C:8]([C:11]#[C:12][C:13]2[CH:40]=[CH:39][C:16]([CH2:17][N:18]([CH2:28][C:29]3[CH:38]=[CH:37][C:32]([C:33]([OH:35])=[O:34])=[CH:31][CH:30]=3)[CH2:19][CH2:20][C:21]3[CH:26]=[CH:25][C:24]([Cl:27])=[CH:23][CH:22]=3)=[CH:15][CH:14]=2)=[CH:9][CH:10]=1)[CH2:2][CH2:3][CH3:4]. (2) Given the reactants [Cl:1][C:2]1[C:11]2[C:6](=[CH:7][CH:8]=[C:9]([OH:12])[CH:10]=2)[N:5]=[CH:4][N:3]=1.C1(P(C2C=CC=CC=2)C2C=CC=CC=2)C=CC=CC=1.[CH3:32][O:33][CH2:34][CH2:35]O.N(C(OC(C)C)=O)=NC(OC(C)C)=O, predict the reaction product. The product is: [Cl:1][C:2]1[C:11]2[C:6](=[CH:7][CH:8]=[C:9]([O:12][CH2:35][CH2:34][O:33][CH3:32])[CH:10]=2)[N:5]=[CH:4][N:3]=1. (3) Given the reactants ClCI.[Br:4][C:5]1[CH:6]=[C:7]([C:19]([OH:22])=[CH:20][N:21]=1)[C:8]([NH:10][CH2:11][C:12]1[CH:17]=[CH:16][C:15]([F:18])=[CH:14][CH:13]=1)=[O:9].[C:23]([O-])([O-])=O.[Cs+].[Cs+].O, predict the reaction product. The product is: [Br:4][C:5]1[N:21]=[CH:20][C:19]2[O:22][CH2:23][N:10]([CH2:11][C:12]3[CH:13]=[CH:14][C:15]([F:18])=[CH:16][CH:17]=3)[C:8](=[O:9])[C:7]=2[CH:6]=1. (4) Given the reactants C(S[C:4]1[O:5][C:6]2[CH:12]=[CH:11][C:10]([N+:13]([O-:15])=[O:14])=[CH:9][C:7]=2[N:8]=1)C.[CH3:16][NH:17][CH:18]1[CH2:23][CH2:22][N:21]([CH3:24])[CH2:20][CH2:19]1, predict the reaction product. The product is: [CH3:16][N:17]([CH:18]1[CH2:23][CH2:22][N:21]([CH3:24])[CH2:20][CH2:19]1)[C:4]1[O:5][C:6]2[CH:12]=[CH:11][C:10]([N+:13]([O-:15])=[O:14])=[CH:9][C:7]=2[N:8]=1.